From a dataset of Full USPTO retrosynthesis dataset with 1.9M reactions from patents (1976-2016). Predict the reactants needed to synthesize the given product. Given the product [CH:1]([C:4]1[CH:9]=[CH:8][CH:7]=[CH:6][C:5]=1[NH:10][C:11]1[CH:12]=[C:13]([C:21]2[CH:26]=[CH:25][CH:24]=[CH:23][CH:22]=2)[C:14]([CH3:20])=[CH:15][C:16]=1[NH2:17])([CH3:3])[CH3:2], predict the reactants needed to synthesize it. The reactants are: [CH:1]([C:4]1[CH:9]=[CH:8][CH:7]=[CH:6][C:5]=1[NH:10][C:11]1[CH:12]=[C:13]([C:21]2[CH:26]=[CH:25][CH:24]=[CH:23][CH:22]=2)[C:14]([CH3:20])=[CH:15][C:16]=1[N+:17]([O-])=O)([CH3:3])[CH3:2].